This data is from Forward reaction prediction with 1.9M reactions from USPTO patents (1976-2016). The task is: Predict the product of the given reaction. (1) Given the reactants [N:1]([CH2:4][CH2:5][C:6]1[CH:11]=[CH:10][C:9]([C:12]2[N:16]=[CH:15][N:14]([C:17]3[CH:22]=[CH:21][C:20]([O:23][C:24]([F:27])([F:26])[F:25])=[CH:19][CH:18]=3)[N:13]=2)=[CH:8][CH:7]=1)=[C:2]=[O:3].[CH2:28]([C:30]1[CH:35]=[CH:34][C:33]([CH3:36])=[CH:32][C:31]=1[NH:37][C:38]([NH2:40])=[S:39])[CH3:29].C(=O)([O-])[O-].[Cs+].[Cs+].C(=O)([O-])[O-].[K+].[K+].Br[CH2:54][CH:55](Br)[CH3:56], predict the reaction product. The product is: [CH2:28]([C:30]1[CH:35]=[CH:34][C:33]([CH3:36])=[CH:32][C:31]=1[N:37]1[CH:55]([CH3:56])[CH2:54][S:39]/[C:38]/1=[N:40]\[C:2]([NH:1][CH2:4][CH2:5][C:6]1[CH:11]=[CH:10][C:9]([C:12]2[N:16]=[CH:15][N:14]([C:17]3[CH:22]=[CH:21][C:20]([O:23][C:24]([F:26])([F:25])[F:27])=[CH:19][CH:18]=3)[N:13]=2)=[CH:8][CH:7]=1)=[O:3])[CH3:29]. (2) Given the reactants [CH2:1]([C@@H:5]1[NH:10][CH2:9][C@H:8]([CH2:11][CH:12]([CH3:14])[CH3:13])[NH:7][C:6]1=[O:15])[CH:2]([CH3:4])[CH3:3].[F:16][C:17]1[CH:18]=[C:19]([C:24]#[C:25][C:26](O)=[O:27])[CH:20]=[CH:21][C:22]=1[F:23].C(C1N(C(=O)C#CC2C=CC=CC=2)CC(CC(C)C)NC1=O)C(C)C, predict the reaction product. The product is: [F:16][C:17]1[CH:18]=[C:19]([C:24]#[C:25][C:26]([N:10]2[CH2:9][CH:8]([CH2:11][CH:12]([CH3:14])[CH3:13])[NH:7][C:6](=[O:15])[CH:5]2[CH2:1][CH:2]([CH3:4])[CH3:3])=[O:27])[CH:20]=[CH:21][C:22]=1[F:23]. (3) Given the reactants [NH:1]([C:37](OCC1C2C(=CC=CC=2)C2C1=CC=CC=2)=[O:38])[C@H:2]([C:10]([NH:12][C@H:13]([C:34]([OH:36])=[O:35])[CH2:14][CH2:15][CH2:16][CH2:17][NH:18][C:19](=[C:24]1[C:32](=[O:33])[CH2:31][C:28]([CH3:30])([CH3:29])[CH2:27][C:25]1=[O:26])[CH2:20][CH:21]([CH3:23])[CH3:22])=[O:11])[CH2:3][C:4]1[CH:9]=[CH:8][CH:7]=[CH:6][CH:5]=1.N1CCCC[CH2:55]1.N[C@H](C(N[C@H](C(O)=O)CCCCNC(=C1C(=O)CC(C)(C)CC1=O)CC(C)C)=O)CC1C=CC=CC=1.C(OC(=O)C)(=O)C, predict the reaction product. The product is: [NH:1]([C:37]([CH3:55])=[O:38])[C@H:2]([C:10]([NH:12][C@H:13]([C:34]([OH:36])=[O:35])[CH2:14][CH2:15][CH2:16][CH2:17][NH:18][C:19](=[C:24]1[C:25](=[O:26])[CH2:27][C:28]([CH3:29])([CH3:30])[CH2:31][C:32]1=[O:33])[CH2:20][CH:21]([CH3:23])[CH3:22])=[O:11])[CH2:3][C:4]1[CH:9]=[CH:8][CH:7]=[CH:6][CH:5]=1. (4) Given the reactants [Li+].C[Si]([N-][Si](C)(C)C)(C)C.[Br:11][C:12]1[CH:17]=[CH:16][C:15]([NH2:18])=[C:14]([Cl:19])[CH:13]=1.Cl[C:21]1[C:26]([C:27]([OH:29])=[O:28])=[CH:25][N:24]=[C:23]([Cl:30])[C:22]=1[Cl:31], predict the reaction product. The product is: [Br:11][C:12]1[CH:17]=[CH:16][C:15]([NH:18][C:21]2[C:26]([C:27]([OH:29])=[O:28])=[CH:25][N:24]=[C:23]([Cl:30])[C:22]=2[Cl:31])=[C:14]([Cl:19])[CH:13]=1.